Regression. Given two drug SMILES strings and cell line genomic features, predict the synergy score measuring deviation from expected non-interaction effect. From a dataset of NCI-60 drug combinations with 297,098 pairs across 59 cell lines. (1) Drug 1: C1=CC(=C2C(=C1NCCNCCO)C(=O)C3=C(C=CC(=C3C2=O)O)O)NCCNCCO. Drug 2: B(C(CC(C)C)NC(=O)C(CC1=CC=CC=C1)NC(=O)C2=NC=CN=C2)(O)O. Cell line: SR. Synergy scores: CSS=54.3, Synergy_ZIP=-2.64, Synergy_Bliss=-4.74, Synergy_Loewe=-7.87, Synergy_HSA=-1.71. (2) Drug 1: C1C(C(OC1N2C=NC3=C(N=C(N=C32)Cl)N)CO)O. Drug 2: C1=NC(=NC(=O)N1C2C(C(C(O2)CO)O)O)N. Cell line: OVCAR3. Synergy scores: CSS=0.0400, Synergy_ZIP=-1.29, Synergy_Bliss=-1.41, Synergy_Loewe=-8.65, Synergy_HSA=-6.22. (3) Drug 1: COC1=C2C(=CC3=C1OC=C3)C=CC(=O)O2. Drug 2: N.N.Cl[Pt+2]Cl. Cell line: SK-OV-3. Synergy scores: CSS=26.5, Synergy_ZIP=-5.76, Synergy_Bliss=-1.53, Synergy_Loewe=-5.32, Synergy_HSA=-1.85. (4) Drug 1: CN(C)N=NC1=C(NC=N1)C(=O)N. Drug 2: CC1C(C(CC(O1)OC2CC(OC(C2O)C)OC3=CC4=CC5=C(C(=O)C(C(C5)C(C(=O)C(C(C)O)O)OC)OC6CC(C(C(O6)C)O)OC7CC(C(C(O7)C)O)OC8CC(C(C(O8)C)O)(C)O)C(=C4C(=C3C)O)O)O)O. Cell line: IGROV1. Synergy scores: CSS=10.7, Synergy_ZIP=-5.13, Synergy_Bliss=-1.68, Synergy_Loewe=-0.957, Synergy_HSA=-1.38. (5) Drug 1: CC1C(C(CC(O1)OC2CC(CC3=C2C(=C4C(=C3O)C(=O)C5=C(C4=O)C(=CC=C5)OC)O)(C(=O)C)O)N)O.Cl. Drug 2: CC1CCC2CC(C(=CC=CC=CC(CC(C(=O)C(C(C(=CC(C(=O)CC(OC(=O)C3CCCCN3C(=O)C(=O)C1(O2)O)C(C)CC4CCC(C(C4)OC)O)C)C)O)OC)C)C)C)OC. Cell line: MCF7. Synergy scores: CSS=22.0, Synergy_ZIP=-10.7, Synergy_Bliss=-5.75, Synergy_Loewe=-3.52, Synergy_HSA=-1.45. (6) Drug 1: CC1=C(C=C(C=C1)C(=O)NC2=CC(=CC(=C2)C(F)(F)F)N3C=C(N=C3)C)NC4=NC=CC(=N4)C5=CN=CC=C5. Drug 2: B(C(CC(C)C)NC(=O)C(CC1=CC=CC=C1)NC(=O)C2=NC=CN=C2)(O)O. Cell line: SNB-19. Synergy scores: CSS=55.0, Synergy_ZIP=1.59, Synergy_Bliss=-0.0782, Synergy_Loewe=-27.6, Synergy_HSA=-4.59.